The task is: Predict the reactants needed to synthesize the given product.. This data is from Full USPTO retrosynthesis dataset with 1.9M reactions from patents (1976-2016). (1) The reactants are: [Cl:1][C:2]1[CH:3]=[C:4]([CH:17]=[CH:18][C:19]=1[Cl:20])[CH2:5][O:6][C:7]1[CH:12]=[CH:11][C:10]([C:13](=[O:16])[CH:14]=O)=[CH:9][CH:8]=1.C(O[BH-](OC(=O)C)OC(=O)C)(=O)C.[Na+].[CH3:35][O:36][C:37]([C@@H:39]1[CH2:48][C:47]2[C:42](=[CH:43][C:44](O)=[C:45]([NH2:49])[CH:46]=2)[CH2:41][N:40]1[C:51]([O:53][C:54]([CH3:57])([CH3:56])[CH3:55])=[O:52])=[O:38].C(Cl)Cl. Given the product [CH3:35][O:36][C:37]([CH:39]1[CH2:48][C:47]2[CH:46]=[C:45]3[C:44]([O:16][C@@H:13]([C:10]4[CH:9]=[CH:8][C:7]([O:6][CH2:5][C:4]5[CH:17]=[CH:18][C:19]([Cl:20])=[C:2]([Cl:1])[CH:3]=5)=[CH:12][CH:11]=4)[CH2:14][NH:49]3)=[CH:43][C:42]=2[CH2:41][N:40]1[C:51]([O:53][C:54]([CH3:57])([CH3:56])[CH3:55])=[O:52])=[O:38], predict the reactants needed to synthesize it. (2) Given the product [CH:22]1([N:17]2[CH2:16][C:15]3([CH2:25][CH2:26][N:12]([CH:8]([C:5]4[CH:6]=[CH:7][C:2]([C:36]5[CH:45]=[C:44]6[C:39]([CH:40]=[CH:41][CH:42]=[N:43]6)=[CH:38][CH:37]=5)=[CH:3][C:4]=4[F:27])[C:9]([OH:11])=[O:10])[CH2:13][CH2:14]3)[O:20][CH2:19][C:18]2=[O:21])[CH2:24][CH2:23]1, predict the reactants needed to synthesize it. The reactants are: Br[C:2]1[CH:7]=[CH:6][C:5]([CH:8]([N:12]2[CH2:26][CH2:25][C:15]3([O:20][CH2:19][C:18](=[O:21])[N:17]([CH:22]4[CH2:24][CH2:23]4)[CH2:16]3)[CH2:14][CH2:13]2)[C:9]([OH:11])=[O:10])=[C:4]([F:27])[CH:3]=1.CC1(C)C(C)(C)OB([C:36]2[CH:45]=[C:44]3[C:39]([CH:40]=[CH:41][CH:42]=[N:43]3)=[CH:38][CH:37]=2)O1.C(=O)([O-])[O-].[K+].[K+]. (3) Given the product [CH2:1]([O:3][C:4]([N:5]1[C:6]2[C:7](=[N:8][CH:9]=[CH:10][CH:11]=2)[CH:28]=[C:27]1[CH2:26][N:23]1[CH2:24][CH2:25][C@H:21]([NH:20][C:19]([O:18][C:14]([CH3:16])([CH3:15])[CH3:17])=[O:30])[C:22]1=[O:29])=[O:13])[CH3:2], predict the reactants needed to synthesize it. The reactants are: [CH2:1]([O:3][C:4](=[O:13])[NH:5][C:6]1[C:7](I)=[N:8][CH:9]=[CH:10][CH:11]=1)[CH3:2].[C:14]([O:18][C:19](=[O:30])[NH:20][C@H:21]1[CH2:25][CH2:24][N:23]([CH2:26][C:27]#[CH:28])[C:22]1=[O:29])([CH3:17])([CH3:16])[CH3:15].C#C.N12CCCN=C1CCCCC2.